Dataset: Forward reaction prediction with 1.9M reactions from USPTO patents (1976-2016). Task: Predict the product of the given reaction. (1) Given the reactants Cl[C:2]1[C:3]2[C:4](=[CH:13][N:14](CC3C=CC(OC)=CC=3)[N:15]=2)[N:5]=[C:6]([C:8]2[S:9][CH:10]=[CH:11][CH:12]=2)[N:7]=1.[CH3:25][N:26]1[CH2:31][CH2:30][CH:29]([C:32]2[CH:38]=[CH:37][C:35]([NH2:36])=[CH:34][CH:33]=2)[CH2:28][CH2:27]1.Cl, predict the reaction product. The product is: [CH3:25][N:26]1[CH2:31][CH2:30][CH:29]([C:32]2[CH:33]=[CH:34][C:35]([NH:36][C:2]3[C:3]4[NH:15][N:14]=[CH:13][C:4]=4[N:5]=[C:6]([C:8]4[S:9][CH:10]=[CH:11][CH:12]=4)[N:7]=3)=[CH:37][CH:38]=2)[CH2:28][CH2:27]1. (2) Given the reactants CC1OC(C)=CC=1.[OH:8][CH2:9][C:10]1[O:16][C:13]([CH:14]=[O:15])=[CH:12][CH:11]=1, predict the reaction product. The product is: [OH:15][CH2:14][C:13]1[O:16][C:10]([CH2:9][OH:8])=[CH:11][CH:12]=1. (3) Given the reactants [NH:1]1[C:9]2[C:4](=[CH:5][CH:6]=[N:7][CH:8]=2)[CH:3]=[CH:2]1.[CH3:10][C:11]([O:14][C:15](O[C:15]([O:14][C:11]([CH3:13])([CH3:12])[CH3:10])=[O:16])=[O:16])([CH3:13])[CH3:12], predict the reaction product. The product is: [N:1]1([C:15]([O:14][C:11]([CH3:13])([CH3:12])[CH3:10])=[O:16])[C:9]2=[CH:8][N:7]=[CH:6][CH:5]=[C:4]2[CH:3]=[CH:2]1.